Dataset: NCI-60 drug combinations with 297,098 pairs across 59 cell lines. Task: Regression. Given two drug SMILES strings and cell line genomic features, predict the synergy score measuring deviation from expected non-interaction effect. (1) Drug 1: CC1C(C(CC(O1)OC2CC(CC3=C2C(=C4C(=C3O)C(=O)C5=C(C4=O)C(=CC=C5)OC)O)(C(=O)C)O)N)O.Cl. Drug 2: CC1C(C(=O)NC(C(=O)N2CCCC2C(=O)N(CC(=O)N(C(C(=O)O1)C(C)C)C)C)C(C)C)NC(=O)C3=C4C(=C(C=C3)C)OC5=C(C(=O)C(=C(C5=N4)C(=O)NC6C(OC(=O)C(N(C(=O)CN(C(=O)C7CCCN7C(=O)C(NC6=O)C(C)C)C)C)C(C)C)C)N)C. Cell line: HOP-62. Synergy scores: CSS=20.4, Synergy_ZIP=-4.95, Synergy_Bliss=3.21, Synergy_Loewe=0.330, Synergy_HSA=0.407. (2) Drug 1: CC=C1C(=O)NC(C(=O)OC2CC(=O)NC(C(=O)NC(CSSCCC=C2)C(=O)N1)C(C)C)C(C)C. Drug 2: CCN(CC)CCCC(C)NC1=C2C=C(C=CC2=NC3=C1C=CC(=C3)Cl)OC. Cell line: SK-OV-3. Synergy scores: CSS=49.1, Synergy_ZIP=-3.33, Synergy_Bliss=0.466, Synergy_Loewe=-23.0, Synergy_HSA=2.17. (3) Drug 1: CC(C1=C(C=CC(=C1Cl)F)Cl)OC2=C(N=CC(=C2)C3=CN(N=C3)C4CCNCC4)N. Drug 2: CN1C2=C(C=C(C=C2)N(CCCl)CCCl)N=C1CCCC(=O)O.Cl. Cell line: SK-MEL-28. Synergy scores: CSS=-0.868, Synergy_ZIP=1.41, Synergy_Bliss=2.96, Synergy_Loewe=-3.37, Synergy_HSA=-1.76.